This data is from Reaction yield outcomes from USPTO patents with 853,638 reactions. The task is: Predict the reaction yield, written as a fraction of the theoretical maximum amount of product (1.0 means a 100% yield; for example, 0.34 means a 34% yield). (1) The reactants are [H-].[Na+].[C:3]([O:7][C:8]([N:10]1[CH2:15][CH2:14][NH:13][C:12](=[O:16])[CH2:11]1)=[O:9])([CH3:6])([CH3:5])[CH3:4].[CH3:17]I.O. The catalyst is CN(C)C=O.C(OCC)(=O)C. The product is [C:3]([O:7][C:8]([N:10]1[CH2:15][CH2:14][N:13]([CH3:17])[C:12](=[O:16])[CH2:11]1)=[O:9])([CH3:6])([CH3:4])[CH3:5]. The yield is 0.720. (2) The reactants are [CH3:1][C:2]1[CH:7]=[C:6]([CH3:8])[N:5]2[N:9]=[C:10]([S:12][CH3:13])[N:11]=[C:4]2[N:3]=1.OO.S([O-])([O-])=[O:17].[Na+].[Na+].[OH2:22]. The catalyst is O.O.[O-][W]([O-])(=O)=O.[Na+].[Na+].C(O)(=O)C. The product is [CH3:13][S:12]([C:10]1[N:11]=[C:4]2[N:3]=[C:2]([CH3:1])[CH:7]=[C:6]([CH3:8])[N:5]2[N:9]=1)(=[O:17])=[O:22]. The yield is 0.670. (3) The reactants are [CH3:1][O:2][C:3]([CH:5]1[C:9](=O)[CH2:8][S:7][CH2:6]1)=[O:4].Cl.[NH2:12][OH:13].C(=O)([O-])[O-].[Ba+2]. The catalyst is CO. The product is [CH3:1][O:2][C:3]([CH:5]1[C:9](=[N:12][OH:13])[CH2:8][S:7][CH2:6]1)=[O:4]. The yield is 0.980. (4) The reactants are [C:1]1([C:7]#[C:8][C:9]2[CH:14]=[CH:13][C:12]([C:15]3[N:20]=[CH:19][N:18]=[C:17]([NH:21][C@H:22]([C:30]([O:32]C)=[O:31])[CH2:23][C:24]4[CH:29]=[CH:28][CH:27]=[CH:26][CH:25]=4)[CH:16]=3)=[CH:11][CH:10]=2)[CH:6]=[CH:5][CH:4]=[CH:3][CH:2]=1.[OH-].[Na+]. The catalyst is CO. The product is [C:1]1([C:7]#[C:8][C:9]2[CH:10]=[CH:11][C:12]([C:15]3[N:20]=[CH:19][N:18]=[C:17]([NH:21][C@H:22]([C:30]([OH:32])=[O:31])[CH2:23][C:24]4[CH:25]=[CH:26][CH:27]=[CH:28][CH:29]=4)[CH:16]=3)=[CH:13][CH:14]=2)[CH:6]=[CH:5][CH:4]=[CH:3][CH:2]=1. The yield is 0.670. (5) The reactants are C[O:2][C:3](=O)[CH2:4][C:5]([NH:28][S@@:29]([C:31]([CH3:34])([CH3:33])[CH3:32])=[O:30])([C:17]1[CH:22]=[CH:21][CH:20]=[C:19]([O:23][C:24]([F:27])([F:26])[F:25])[CH:18]=1)[C:6]1[CH:11]=[CH:10][CH:9]=[C:8]([O:12][C:13]([F:16])([F:15])[F:14])[CH:7]=1.CO.[NH3:38]. The catalyst is C(O)CO.CCOC(C)=O. The product is [CH3:32][C:31]([S:29]([NH:28][C:5]([C:17]1[CH:22]=[CH:21][CH:20]=[C:19]([O:23][C:24]([F:27])([F:26])[F:25])[CH:18]=1)([C:6]1[CH:11]=[CH:10][CH:9]=[C:8]([O:12][C:13]([F:16])([F:15])[F:14])[CH:7]=1)[CH2:4][C:3]([NH2:38])=[O:2])=[O:30])([CH3:34])[CH3:33]. The yield is 0.760. (6) The reactants are [F:1][C:2]([F:46])([F:45])[C:3]([C:41]([F:44])([F:43])[F:42])=[CH:4][C:5]([NH:7][C@:8]([C:30]1[CH:35]=[CH:34][C:33]([F:36])=[C:32]([O:37][CH:38]([CH3:40])[CH3:39])[CH:31]=1)([C:16]1[CH:21]=[C:20]([O:22][C:23]([F:28])([F:27])[CH:24]([F:26])[F:25])[CH:19]=[C:18]([F:29])[CH:17]=1)[CH2:9][C:10]1[CH:15]=[CH:14][CH:13]=[CH:12][CH:11]=1)=[O:6].C1(C2C=C[N+]([O-:59])=CC=2)C=CC=CC=1.[O-]Cl.[Na+]. The catalyst is C(#N)C. The product is [F:36][C:33]1[CH:34]=[CH:35][C:30]([C@@:8]([NH:7][C:5]([CH:4]2[C:3]([C:41]([F:43])([F:44])[F:42])([C:2]([F:1])([F:45])[F:46])[O:59]2)=[O:6])([C:16]2[CH:21]=[C:20]([O:22][C:23]([F:27])([F:28])[CH:24]([F:26])[F:25])[CH:19]=[C:18]([F:29])[CH:17]=2)[CH2:9][C:10]2[CH:15]=[CH:14][CH:13]=[CH:12][CH:11]=2)=[CH:31][C:32]=1[O:37][CH:38]([CH3:40])[CH3:39]. The yield is 0.740.